From a dataset of Catalyst prediction with 721,799 reactions and 888 catalyst types from USPTO. Predict which catalyst facilitates the given reaction. Reactant: C([O:8][N:9]1[C:18](=[O:19])[C:17]2[C:12](=[CH:13][C:14]([N:21]3[CH2:25][CH2:24][CH2:23][CH2:22]3)=[C:15]([F:20])[CH:16]=2)[N:11]([CH2:26][CH:27]2[CH2:29][CH2:28]2)[C:10]1=[O:30])C1C=CC=CC=1. Product: [CH:27]1([CH2:26][N:11]2[C:12]3[C:17](=[CH:16][C:15]([F:20])=[C:14]([N:21]4[CH2:25][CH2:24][CH2:23][CH2:22]4)[CH:13]=3)[C:18](=[O:19])[N:9]([OH:8])[C:10]2=[O:30])[CH2:29][CH2:28]1. The catalyst class is: 123.